From a dataset of Peptide-MHC class II binding affinity with 134,281 pairs from IEDB. Regression. Given a peptide amino acid sequence and an MHC pseudo amino acid sequence, predict their binding affinity value. This is MHC class II binding data. The peptide sequence is FIFFLLLAGRSCSDG. The MHC is DRB1_0901 with pseudo-sequence DRB1_0901. The binding affinity (normalized) is 0.175.